Task: Predict the product of the given reaction.. Dataset: Forward reaction prediction with 1.9M reactions from USPTO patents (1976-2016) (1) Given the reactants [C:1]([O:5][C:6](=[O:36])[CH2:7][CH:8]([C:12]1[CH:17]=[CH:16][C:15]([O:18][CH2:19][C:20]2[CH:21]=[C:22]([C:26]3[CH:31]=[CH:30][C:29]([C:32]([F:35])([F:34])[F:33])=[CH:28][CH:27]=3)[CH:23]=[CH:24][CH:25]=2)=[CH:14][CH:13]=1)[C:9](O)=[O:10])([CH3:4])([CH3:3])[CH3:2].ON1C2C=CC=CC=2N=N1.C(Cl)CCl.[CH3:51][NH:52][CH3:53], predict the reaction product. The product is: [C:1]([O:5][C:6](=[O:36])[CH2:7][CH:8]([C:12]1[CH:17]=[CH:16][C:15]([O:18][CH2:19][C:20]2[CH:21]=[C:22]([C:26]3[CH:31]=[CH:30][C:29]([C:32]([F:35])([F:34])[F:33])=[CH:28][CH:27]=3)[CH:23]=[CH:24][CH:25]=2)=[CH:14][CH:13]=1)[C:9]([N:52]([CH3:53])[CH3:51])=[O:10])([CH3:4])([CH3:3])[CH3:2]. (2) Given the reactants [C:1]1([C:7]2[NH:8][C:9]3[C:14]([CH:15]=2)=[CH:13][C:12]([C:16](O)=[O:17])=[CH:11][C:10]=3[N+:19]([O-:21])=[O:20])[CH:6]=[CH:5][CH:4]=[CH:3][CH:2]=1.Cl.[CH3:23][O:24][C:25](=[O:40])[CH2:26][C@@H:27]([NH2:39])[CH2:28][S:29][CH2:30][C:31]1[CH:36]=[CH:35][C:34]([O:37][CH3:38])=[CH:33][CH:32]=1, predict the reaction product. The product is: [CH3:23][O:24][C:25](=[O:40])[CH2:26][C@@H:27]([NH:39][C:16]([C:12]1[CH:13]=[C:14]2[C:9](=[C:10]([N+:19]([O-:21])=[O:20])[CH:11]=1)[NH:8][C:7]([C:1]1[CH:6]=[CH:5][CH:4]=[CH:3][CH:2]=1)=[CH:15]2)=[O:17])[CH2:28][S:29][CH2:30][C:31]1[CH:32]=[CH:33][C:34]([O:37][CH3:38])=[CH:35][CH:36]=1.